Predict the product of the given reaction. From a dataset of Forward reaction prediction with 1.9M reactions from USPTO patents (1976-2016). (1) Given the reactants [Li+].CCC[CH2-].[F:6][C:7]1[CH:8]=[C:9]2[CH:15]=[CH:14][N:13]([S:16]([C:19]3[CH:24]=[CH:23][C:22]([CH3:25])=[CH:21][CH:20]=3)(=[O:18])=[O:17])[C:10]2=[N:11][CH:12]=1.[I:26]I, predict the reaction product. The product is: [F:6][C:7]1[CH:8]=[C:9]2[CH:15]=[C:14]([I:26])[N:13]([S:16]([C:19]3[CH:24]=[CH:23][C:22]([CH3:25])=[CH:21][CH:20]=3)(=[O:17])=[O:18])[C:10]2=[N:11][CH:12]=1. (2) Given the reactants Cl[C:2]1[N:11]=[C:10]([NH:12][CH2:13][C@H:14]2[CH2:19][CH2:18][CH2:17][N:16]([C:20]([O:22][C:23]([CH3:26])([CH3:25])[CH3:24])=[O:21])[CH2:15]2)[C:5]2=[N:6][CH:7]=[CH:8][N:9]=[C:4]2[CH:3]=1.[CH:27]1([N:32]2[CH:36]=[C:35](B3OC(C)(C)C(C)(C)O3)[CH:34]=[N:33]2)[CH2:31][CH2:30][CH2:29][CH2:28]1.C(=O)([O-])[O-].[Cs+].[Cs+], predict the reaction product. The product is: [CH:27]1([N:32]2[CH:36]=[C:35]([C:2]3[N:11]=[C:10]([NH:12][CH2:13][C@H:14]4[CH2:19][CH2:18][CH2:17][N:16]([C:20]([O:22][C:23]([CH3:26])([CH3:25])[CH3:24])=[O:21])[CH2:15]4)[C:5]4=[N:6][CH:7]=[CH:8][N:9]=[C:4]4[CH:3]=3)[CH:34]=[N:33]2)[CH2:31][CH2:30][CH2:29][CH2:28]1.